From a dataset of Forward reaction prediction with 1.9M reactions from USPTO patents (1976-2016). Predict the product of the given reaction. (1) Given the reactants [C:1]1([CH2:7][CH2:8][S:9]([N:12]2[CH2:17][CH2:16][CH:15]([CH2:18][NH2:19])[CH2:14][CH2:13]2)(=[O:11])=[O:10])[CH:6]=[CH:5][CH:4]=[CH:3][CH:2]=1.Cl[C:21]1[N:26]=[C:25]([CH3:27])[CH:24]=[CH:23][N:22]=1, predict the reaction product. The product is: [CH3:27][C:25]1[CH:24]=[CH:23][N:22]=[C:21]([NH:19][CH2:18][CH:15]2[CH2:14][CH2:13][N:12]([S:9]([CH2:8][CH2:7][C:1]3[CH:6]=[CH:5][CH:4]=[CH:3][CH:2]=3)(=[O:10])=[O:11])[CH2:17][CH2:16]2)[N:26]=1. (2) Given the reactants [F:1][C:2]([F:15])([F:14])[C:3]([NH:5][C:6]1[CH:11]=[CH:10][C:9]([O:12][CH3:13])=[CH:8][CH:7]=1)=O.P([Cl:32])(OC1C=CC=CC=1)(OC1C=CC=CC=1)=O.C(N(CC)CC)C.C(#N)C, predict the reaction product. The product is: [CH3:13][O:12][C:9]1[CH:10]=[CH:11][C:6]([N:5]=[C:3]([Cl:32])[C:2]([F:15])([F:14])[F:1])=[CH:7][CH:8]=1. (3) Given the reactants C(O[C:6](=O)[NH:7][CH2:8][C:9]1[C:18]2[C:13](=[CH:14][C:15]([C:19](=O)[N:20]([CH3:22])[CH3:21])=[CH:16][CH:17]=2)[CH:12]=[CH:11][CH:10]=1)(C)(C)C.[H-].[H-].[H-].[H-].[Li+].[Al+3], predict the reaction product. The product is: [CH3:22][N:20]([CH2:19][C:15]1[CH:14]=[C:13]2[C:18](=[CH:17][CH:16]=1)[C:9]([CH2:8][NH:7][CH3:6])=[CH:10][CH:11]=[CH:12]2)[CH3:21]. (4) Given the reactants [OH:1][C@@H:2]1[C:7]2[CH:8]=[CH:9][C:10]3[N:11]([CH3:16])[C:12]([CH3:15])=[N:13][C:14]=3[C:6]=2[O:5][C@H:4]([C:17]2[CH:22]=[CH:21][CH:20]=[CH:19][CH:18]=2)[C@H:3]1[OH:23].S(=O)(=O)(O)O, predict the reaction product. The product is: [OH:23][C@H:3]1[C@H:2]([O:1][CH2:3][CH2:4][O:5][CH3:6])[C:7]2[CH:8]=[CH:9][C:10]3[N:11]([CH3:16])[C:12]([CH3:15])=[N:13][C:14]=3[C:6]=2[O:5][C@@H:4]1[C:17]1[CH:18]=[CH:19][CH:20]=[CH:21][CH:22]=1. (5) Given the reactants [C:1]([C:3]1[CH:4]=[C:5]([CH:22]=[CH:23][CH:24]=1)[CH2:6][N:7]1[CH2:12][CH2:11][N:10]([C:13]2[CH:18]=[CH:17][C:16]([N+:19]([O-])=O)=[CH:15][CH:14]=2)[CH2:9][CH2:8]1)#[N:2], predict the reaction product. The product is: [C:1]([C:3]1[CH:4]=[C:5]([CH:22]=[CH:23][CH:24]=1)[CH2:6][N:7]1[CH2:12][CH2:11][N:10]([C:13]2[CH:18]=[CH:17][C:16]([NH2:19])=[CH:15][CH:14]=2)[CH2:9][CH2:8]1)#[N:2]. (6) Given the reactants CCCP(=O)=O.[Cl:7][C:8]1[CH:13]=[CH:12][C:11]([CH:14]2[CH2:19][CH2:18][CH2:17][N:16]([C:20]([C:22]3[C:23]([NH:28]C(=O)OC(C)(C)C)=[N:24][N:25]([CH3:27])[CH:26]=3)=[O:21])[CH2:15]2)=[C:10]([C:36]([F:39])([F:38])[F:37])[CH:9]=1.Cl.ClC1C=CC(C2CCCNC2)=C(C(F)(F)F)C=1.C(N(CC)CC)C.Cl, predict the reaction product. The product is: [Cl:7][C:8]1[CH:13]=[CH:12][C:11]([CH:14]2[CH2:19][CH2:18][CH2:17][N:16]([C:20]([C:22]3[C:23]([NH2:28])=[N:24][N:25]([CH3:27])[CH:26]=3)=[O:21])[CH2:15]2)=[C:10]([C:36]([F:39])([F:37])[F:38])[CH:9]=1. (7) Given the reactants Cl.Cl.[Cl:3]C1C=C2C(=CC=1)N=C(N1C=CN=C1)N=C2NCCOC.Cl.Cl.C(OCCCNC1C2C(=CC=CC=2)N=C(N2C=CN=C2)N=1)C.Cl.[N+](C1C=C2C(=CC=1)N=C(N1C=CN=C1)N=C2NCCOC)([O-])=O.Cl.Cl.[Cl:74]C1C=C2C(=CC=1)N=C(N1C=CN=C1)N=C2NCCOCCO.Cl.Cl.[CH3:99][O:100][C:101]1[CH:102]=[C:103]2[C:108](=[CH:109][C:110]=1OC)[N:107]=[C:106]([N:113]1[CH:117]=[CH:116][N:115]=[CH:114]1)[N:105]=[C:104]2[NH:118][CH2:119][CH2:120][O:121][CH3:122], predict the reaction product. The product is: [ClH:3].[ClH:74].[CH3:99][O:100][C:101]1[CH:102]=[C:103]2[C:108](=[CH:109][CH:110]=1)[N:107]=[C:106]([N:113]1[CH:117]=[CH:116][N:115]=[CH:114]1)[N:105]=[C:104]2[NH:118][CH2:119][CH2:120][O:121][CH3:122].